From a dataset of Retrosynthesis with 50K atom-mapped reactions and 10 reaction types from USPTO. Predict the reactants needed to synthesize the given product. (1) Given the product Cc1cccc(Cn2nc(C)c3c(NC(=O)c4cnc5cc(CCN(C)C)ccn45)cccc32)n1, predict the reactants needed to synthesize it. The reactants are: CNC.Cc1cccc(Cn2nc(C)c3c(NC(=O)c4cnc5cc(CC=O)ccn45)cccc32)n1. (2) Given the product CCOC(=O)c1cc2cc(OC3CCN(C(C)C)C3)ccc2[nH]1, predict the reactants needed to synthesize it. The reactants are: CC(C)N1CCC(O)C1.CCOC(=O)c1cc2cc(O)ccc2[nH]1. (3) The reactants are: CCBr.O=c1[nH]cc(-c2cnccn2)cc1Br. Given the product CCn1cc(-c2cnccn2)cc(Br)c1=O, predict the reactants needed to synthesize it. (4) The reactants are: C=Cc1cnc2ccc(Cc3nnc4ccc(C)nn34)cc2c1. Given the product CCc1cnc2ccc(Cc3nnc4ccc(C)nn34)cc2c1, predict the reactants needed to synthesize it.